This data is from Reaction yield outcomes from USPTO patents with 853,638 reactions. The task is: Predict the reaction yield, written as a fraction of the theoretical maximum amount of product (1.0 means a 100% yield; for example, 0.34 means a 34% yield). (1) The reactants are COC1C=CC(C[N:8](CC2C=CC(OC)=CC=2)[C:9]2[N:14]=[C:13]([C:15]3[C:16]([NH:27][C:28]4[CH:29]=[N:30][C:31]([O:34][CH3:35])=[CH:32][CH:33]=4)=[N:17][CH:18]=[C:19]([C:21]4[CH:22]=[N:23][N:24]([CH3:26])[CH:25]=4)[CH:20]=3)[N:12]=[C:11]([CH3:36])[N:10]=2)=CC=1. The catalyst is C(O)(C(F)(F)F)=O. The product is [CH3:35][O:34][C:31]1[N:30]=[CH:29][C:28]([NH:27][C:16]2[C:15]([C:13]3[N:12]=[C:11]([CH3:36])[N:10]=[C:9]([NH2:8])[N:14]=3)=[CH:20][C:19]([C:21]3[CH:22]=[N:23][N:24]([CH3:26])[CH:25]=3)=[CH:18][N:17]=2)=[CH:33][CH:32]=1. The yield is 0.830. (2) The reactants are [Cl:1][C:2]1[CH:18]=[CH:17][C:5]([C:6]([NH:8][C:9]2[CH:14]=[CH:13][N:12]=[C:11]([O:15]C)[CH:10]=2)=[O:7])=[C:4]([F:19])[CH:3]=1.[Si](I)(C)(C)C. The catalyst is C(#N)C. The product is [Cl:1][C:2]1[CH:18]=[CH:17][C:5]([C:6]([NH:8][C:9]2[CH:14]=[CH:13][NH:12][C:11](=[O:15])[CH:10]=2)=[O:7])=[C:4]([F:19])[CH:3]=1. The yield is 0.920. (3) The reactants are [Cl:1][C:2]1[O:3][C:4]2[CH:10]=[CH:9][C:8]([C:11]([CH2:30][CH3:31])=[C:12]([C:23]3[CH:28]=[CH:27][C:26]([OH:29])=[CH:25][CH:24]=3)[C:13]3[CH:18]=[CH:17][C:16]([O:19][CH2:20][CH2:21]Cl)=[CH:15][CH:14]=3)=[CH:7][C:5]=2[CH:6]=1.[CH3:32][N:33]1[CH2:38][CH2:37][NH:36][CH2:35][CH2:34]1. The catalyst is CO. The product is [Cl:1][C:2]1[O:3][C:4]2[CH:10]=[CH:9][C:8]([C:11]([CH2:30][CH3:31])=[C:12]([C:23]3[CH:24]=[CH:25][C:26]([OH:29])=[CH:27][CH:28]=3)[C:13]3[CH:14]=[CH:15][C:16]([O:19][CH2:20][CH2:21][N:36]4[CH2:37][CH2:38][N:33]([CH3:32])[CH2:34][CH2:35]4)=[CH:17][CH:18]=3)=[CH:7][C:5]=2[CH:6]=1. The yield is 0.760. (4) The reactants are [OH:1][C:2]1[C:3](=[O:21])[CH:4]=[C:5]([CH2:10][NH:11][S:12]([C:15]2[CH:20]=[CH:19][CH:18]=[CH:17][CH:16]=2)(=[O:14])=[O:13])[O:6][C:7]=1[CH2:8][OH:9].CO.[CH2:24](Br)[C:25]1[CH:30]=[CH:29][CH:28]=[CH:27][CH:26]=1. No catalyst specified. The product is [CH2:24]([O:1][C:2]1[C:3](=[O:21])[CH:4]=[C:5]([CH2:10][NH:11][S:12]([C:15]2[CH:16]=[CH:17][CH:18]=[CH:19][CH:20]=2)(=[O:14])=[O:13])[O:6][C:7]=1[CH2:8][OH:9])[C:25]1[CH:30]=[CH:29][CH:28]=[CH:27][CH:26]=1. The yield is 0.465. (5) The reactants are [N:1]([C:4]1[N:14]=[C:7]2[CH:8]=[CH:9][C:10]([O:12][CH3:13])=[CH:11][N:6]2[N:5]=1)=[C:2]=S.[CH2:15]([N:17]([CH2:20][CH3:21])[CH2:18][CH3:19])C.[CH:22]([N:25]=C=NC(C)C)(C)C.[C:31](=[O:34])(O)[O-].[Na+].[CH:36](Cl)(Cl)Cl. The catalyst is CN(C)C=O. The product is [CH3:13][O:12][C:10]1[CH:9]=[CH:8][C:7]2[N:6]([N:5]=[C:4]([NH:1][C:2]3[O:34][C@:31]4([CH2:22][N:25]=3)[CH:36]3[CH2:21][CH2:20][N:17]([CH2:18][CH2:19]3)[CH2:15]4)[N:14]=2)[CH:11]=1. The yield is 0.420. (6) The reactants are [Br:1][C:2]1[CH:26]=[CH:25][C:5]2[C:6](=[O:24])[NH:7][C:8]3([O:23][C:4]=2[CH:3]=1)[CH2:13][CH2:12][N:11]([CH2:14][C:15]1[CH:20]=[CH:19][C:18]([F:21])=[C:17]([F:22])[CH:16]=1)[CH2:10][CH2:9]3.[CH3:27][O:28][C:29]1[CH:34]=[CH:33][C:32](B(O)O)=[CH:31][CH:30]=1.C(N(CC)CC)C. The catalyst is C([O-])(=O)C.[Cu+2].C([O-])(=O)C.ClCCl. The product is [Br:1][C:2]1[CH:26]=[CH:25][C:5]2[C:6](=[O:24])[N:7]([C:32]3[CH:33]=[CH:34][C:29]([O:28][CH3:27])=[CH:30][CH:31]=3)[C:8]3([O:23][C:4]=2[CH:3]=1)[CH2:13][CH2:12][N:11]([CH2:14][C:15]1[CH:20]=[CH:19][C:18]([F:21])=[C:17]([F:22])[CH:16]=1)[CH2:10][CH2:9]3. The yield is 0.120. (7) The reactants are C([O:3][C:4]([C@@H:6]1[CH2:8][C@H:7]1[C:9]1[CH:14]=[C:13]([F:15])[C:12]([NH:16][CH2:17][C:18]2[CH:23]=[CH:22][CH:21]=[C:20]([O:24][C:25]3[CH:30]=[CH:29][CH:28]=[CH:27][CH:26]=3)[CH:19]=2)=[CH:11][C:10]=1[F:31])=[O:5])C.[OH-].[Na+]. The catalyst is CO. The product is [F:31][C:10]1[CH:11]=[C:12]([NH:16][CH2:17][C:18]2[CH:23]=[CH:22][CH:21]=[C:20]([O:24][C:25]3[CH:30]=[CH:29][CH:28]=[CH:27][CH:26]=3)[CH:19]=2)[C:13]([F:15])=[CH:14][C:9]=1[C@@H:7]1[CH2:8][C@H:6]1[C:4]([OH:5])=[O:3]. The yield is 0.830.